From a dataset of Full USPTO retrosynthesis dataset with 1.9M reactions from patents (1976-2016). Predict the reactants needed to synthesize the given product. (1) The reactants are: [Br:1][C:2]1[CH:3]=[CH:4][C:5]([F:19])=[C:6]([C:8]2[NH:17][C:16](=O)[C:15]3[C:10](=[N:11][CH:12]=[CH:13][N:14]=3)[N:9]=2)[CH:7]=1.[CH3:20][C:21]([CH3:32])([CH3:31])[CH2:22][CH2:23][NH:24][C:25]1[CH:30]=[CH:29][N:28]=[CH:27][CH:26]=1.C(N(C1C=CN=CC=1)C1C2C(=NC=CN=2)N=C(C2C=C(Br)C=CC=2F)N=1)CCC. Given the product [Br:1][C:2]1[CH:3]=[CH:4][C:5]([F:19])=[C:6]([C:8]2[N:17]=[C:16]([N:24]([CH2:23][CH2:22][C:21]([CH3:32])([CH3:31])[CH3:20])[C:25]3[CH:30]=[CH:29][N:28]=[CH:27][CH:26]=3)[C:15]3[C:10](=[N:11][CH:12]=[CH:13][N:14]=3)[N:9]=2)[CH:7]=1, predict the reactants needed to synthesize it. (2) Given the product [Cl:1][C:2]1[C:3]([N+:11]([O-:13])=[O:12])=[C:4]([CH:8]=[CH:9][CH:10]=1)[C:5]([O:7][CH3:15])=[O:6], predict the reactants needed to synthesize it. The reactants are: [Cl:1][C:2]1[C:3]([N+:11]([O-:13])=[O:12])=[C:4]([CH:8]=[CH:9][CH:10]=1)[C:5]([OH:7])=[O:6].[Si](C=[N+]=[N-])(C)(C)[CH3:15].CC(O)=O. (3) Given the product [NH2:18][C:19]1[C:24]([C:25]#[N:26])=[C:23]([C:27]2[CH:28]=[CH:29][C:30]([O:33][CH2:34][CH2:35][N:36]=[N+:37]=[N-:38])=[CH:31][CH:32]=2)[C:22]([C:39]#[N:40])=[C:21]([S:41][CH2:16][C:14]2[N:11]=[C:9]([NH:8][C:5]3[CH:4]=[CH:3][C:2]([F:1])=[CH:7][CH:6]=3)[S:10][CH:13]=2)[N:20]=1, predict the reactants needed to synthesize it. The reactants are: [F:1][C:2]1[CH:7]=[CH:6][C:5]([NH:8][C:9]([NH2:11])=[S:10])=[CH:4][CH:3]=1.Cl[CH2:13][C:14]([CH2:16]Cl)=O.[NH2:18][C:19]1[C:24]([C:25]#[N:26])=[C:23]([C:27]2[CH:32]=[CH:31][C:30]([O:33][CH2:34][CH2:35][N:36]=[N+:37]=[N-:38])=[CH:29][CH:28]=2)[C:22]([C:39]#[N:40])=[C:21]([SH:41])[N:20]=1.C(=O)(O)[O-].[Na+]. (4) Given the product [Cl:3][C:4]1[CH:5]=[C:6]([C:11]([CH:13]2[CH:15]([CH3:16])[CH:14]2[C:17]([OH:19])=[O:18])=[O:12])[CH:7]=[CH:8][C:9]=1[Cl:10], predict the reactants needed to synthesize it. The reactants are: [OH-].[Na+].[Cl:3][C:4]1[CH:5]=[C:6]([C:11]([CH:13]2[CH:15]([CH3:16])[CH:14]2[C:17]([O:19]C)=[O:18])=[O:12])[CH:7]=[CH:8][C:9]=1[Cl:10].